Dataset: Full USPTO retrosynthesis dataset with 1.9M reactions from patents (1976-2016). Task: Predict the reactants needed to synthesize the given product. (1) Given the product [NH2:8][C:7]1[C:9]([C:10](=[O:11])[NH2:12])=[N:13][S:25][C:26]=1[C:27]([O:29][CH2:30][CH3:31])=[O:28], predict the reactants needed to synthesize it. The reactants are: N1CCCCC1.[C:7](/[C:9](=[N:13]/OS(C1C=CC(C)=CC=1)(=O)=O)/[C:10]([NH2:12])=[O:11])#[N:8].[SH:25][CH2:26][C:27]([O:29][CH2:30][CH3:31])=[O:28]. (2) Given the product [C:27]([O:15][C@@H:13]([CH3:14])[C@@H:12]([NH:11][C:8]1[CH:7]=[CH:6][C:3]([C:4]#[N:5])=[C:2]([Cl:1])[C:9]=1[CH3:10])[C:16]1[O:17][C:18]([C:21]2[CH:26]=[CH:25][CH:24]=[CH:23][CH:22]=2)=[N:19][N:20]=1)(=[O:34])[C:28]1[CH:33]=[CH:32][CH:31]=[CH:30][CH:29]=1, predict the reactants needed to synthesize it. The reactants are: [Cl:1][C:2]1[C:9]([CH3:10])=[C:8]([NH:11][C@@H:12]([C:16]2[O:17][C:18]([C:21]3[CH:26]=[CH:25][CH:24]=[CH:23][CH:22]=3)=[N:19][N:20]=2)[C@@H:13]([OH:15])[CH3:14])[CH:7]=[CH:6][C:3]=1[C:4]#[N:5].[C:27](Cl)(=[O:34])[C:28]1[CH:33]=[CH:32][CH:31]=[CH:30][CH:29]=1. (3) Given the product [CH2:1]([O:8][NH:9][C:10](=[O:19])[CH2:11][CH2:12][CH2:13][CH2:14][CH2:15][CH2:16][CH2:17][O:20][C:21]1[CH:33]=[CH:32][C:31]2[C:30]3[C:25](=[CH:26][CH:27]=[CH:28][CH:29]=3)[NH:24][C:23]=2[CH:22]=1)[C:2]1[CH:7]=[CH:6][CH:5]=[CH:4][CH:3]=1, predict the reactants needed to synthesize it. The reactants are: [CH2:1]([O:8][NH:9][C:10](=[O:19])[CH2:11][CH2:12][CH2:13][CH2:14][CH2:15][CH2:16][CH2:17]Br)[C:2]1[CH:7]=[CH:6][CH:5]=[CH:4][CH:3]=1.[OH:20][C:21]1[CH:33]=[CH:32][C:31]2[C:30]3[C:25](=[CH:26][CH:27]=[CH:28][CH:29]=3)[NH:24][C:23]=2[CH:22]=1.C(=O)([O-])[O-].[K+].[K+]. (4) Given the product [NH2:1][C:4]1[C:9]([C:10]([O:12][CH2:13][CH3:14])=[O:11])=[CH:8][N:7]=[C:6]([S:15][CH3:16])[N:5]=1, predict the reactants needed to synthesize it. The reactants are: [NH4+:1].[OH-].Cl[C:4]1[C:9]([C:10]([O:12][CH2:13][CH3:14])=[O:11])=[CH:8][N:7]=[C:6]([S:15][CH3:16])[N:5]=1. (5) Given the product [F:32][C:9]1[CH:8]=[C:7]([CH:12]=[CH:11][C:10]=1[CH2:13][NH:14][C:15]([C:17]1[C:18]([O:23][C:24]2[CH:29]=[CH:28][CH:27]=[C:26]([C:30]#[N:31])[CH:25]=2)=[N:19][CH:20]=[CH:21][CH:22]=1)=[O:16])[O:6][C@H:4]([CH3:5])[C:3]([OH:33])=[O:2], predict the reactants needed to synthesize it. The reactants are: C[O:2][C:3](=[O:33])[C@H:4]([O:6][C:7]1[CH:12]=[CH:11][C:10]([CH2:13][NH:14][C:15]([C:17]2[C:18]([O:23][C:24]3[CH:29]=[CH:28][CH:27]=[C:26]([C:30]#[N:31])[CH:25]=3)=[N:19][CH:20]=[CH:21][CH:22]=2)=[O:16])=[C:9]([F:32])[CH:8]=1)[CH3:5].COC(=O)COC1C=CC(CNC(C2C(OC3C=CC4OCOC=4C=3)=NC=CC=2)=O)=C(F)C=1. (6) Given the product [Cl:1][C:2]1[N:3]=[C:4]2[CH:9]=[CH:8][C:7]([CH2:13][CH2:14][CH3:15])=[N:6][N:5]2[CH:11]=1, predict the reactants needed to synthesize it. The reactants are: [Cl:1][C:2]1[N:3]=[C:4]2[CH:9]=[CH:8][C:7](Cl)=[N:6][N:5]2[CH:11]=1.O1C[CH2:15][CH2:14][CH2:13]1.C([Mg]Cl)CC.